Dataset: Forward reaction prediction with 1.9M reactions from USPTO patents (1976-2016). Task: Predict the product of the given reaction. (1) The product is: [Br:1][C:2]1[CH:3]=[C:4]([C:20]([OH:19])([CH3:21])[CH3:13])[CH:9]=[CH:10][C:11]=1[CH3:12]. Given the reactants [Br:1][C:2]1[CH:3]=[C:4]([CH:9]=[CH:10][C:11]=1[CH3:12])C(OC)=O.[CH3:13][Mg]Br.C([O:19][CH2:20][CH3:21])(=O)C, predict the reaction product. (2) Given the reactants [NH2:1][CH2:2][C:3]1[CH:8]=[CH:7][C:6]([S:9]([NH:12][C:13]([CH3:16])([CH3:15])[CH3:14])(=[O:11])=[O:10])=[CH:5][C:4]=1C.BrC1C=CC(S([Cl:28])(=O)=O)=C(Cl)C=1.CN1C(=O)CCC1.[H-].[Al+3].[Li+].[H-].[H-].[H-], predict the reaction product. The product is: [NH2:1][CH2:2][C:3]1[CH:8]=[CH:7][C:6]([S:9]([NH:12][C:13]([CH3:16])([CH3:15])[CH3:14])(=[O:11])=[O:10])=[C:5]([Cl:28])[CH:4]=1. (3) Given the reactants [CH3:1][C:2]1([CH3:17])[C:9]2[C:8]([C:10]3[O:14][N:13]=[C:12]([CH3:15])[N:11]=3)=[C:7]([NH2:16])[S:6][C:5]=2[CH2:4][CH2:3]1.[C:18]12[C:26](=[O:27])[O:25][C:23](=[O:24])[C:19]=1[CH2:20][CH2:21][CH2:22]2, predict the reaction product. The product is: [CH3:1][C:2]1([CH3:17])[C:9]2[C:8]([C:10]3[O:14][N:13]=[C:12]([CH3:15])[N:11]=3)=[C:7]([NH:16][C:26]([C:18]3[CH2:22][CH2:21][CH2:20][C:19]=3[C:23]([OH:25])=[O:24])=[O:27])[S:6][C:5]=2[CH2:4][CH2:3]1. (4) Given the reactants [C:1](Cl)(Cl)=[O:2].[CH3:5][O:6][C:7](=[O:20])[C:8]1[CH:13]=[CH:12][C:11]([C:14]([F:17])([F:16])[F:15])=[N:10][C:9]=1[NH:18][NH2:19], predict the reaction product. The product is: [CH3:5][O:6][C:7]([C:8]1[C:9]2[N:10]([C:1]([OH:2])=[N:19][N:18]=2)[C:11]([C:14]([F:17])([F:15])[F:16])=[CH:12][CH:13]=1)=[O:20]. (5) Given the reactants Cl.[CH3:2][O:3][C:4]1[CH:9]=[CH:8][C:7]([NH:10][NH2:11])=[CH:6][CH:5]=1.O=[C:13]([CH2:19][C:20](=O)[CH3:21])[C:14]([O:16][CH2:17][CH3:18])=[O:15], predict the reaction product. The product is: [CH2:17]([O:16][C:14]([C:13]1[N:10]([C:7]2[CH:8]=[CH:9][C:4]([O:3][CH3:2])=[CH:5][CH:6]=2)[N:11]=[C:20]([CH3:21])[CH:19]=1)=[O:15])[CH3:18].[CH2:17]([O:16][C:14]([C:13]1[CH:19]=[C:20]([CH3:21])[N:10]([C:7]2[CH:8]=[CH:9][C:4]([O:3][CH3:2])=[CH:5][CH:6]=2)[N:11]=1)=[O:15])[CH3:18]. (6) Given the reactants [CH3:1][O:2][C:3]1[C:8]2[NH:9][C:10]([C:12]3[S:13][CH:14]=[CH:15][CH:16]=3)=[N:11][C:7]=2[C:6]([C:17]([OH:19])=O)=[CH:5][CH:4]=1.[CH3:20][N:21]1[C:25]([CH2:26][CH2:27][NH2:28])=[CH:24][N:23]=[CH:22]1, predict the reaction product. The product is: [CH3:1][O:2][C:3]1[C:8]2[NH:9][C:10]([C:12]3[S:13][CH:14]=[CH:15][CH:16]=3)=[N:11][C:7]=2[C:6]([C:17]([NH:28][CH2:27][CH2:26][C:25]2[N:21]([CH3:20])[CH:22]=[N:23][CH:24]=2)=[O:19])=[CH:5][CH:4]=1. (7) Given the reactants C(N(CC)CC)C.[CH:8]([C:10]1[C:18]2[C:13](=[CH:14][CH:15]=[CH:16][CH:17]=2)[N:12](C(OC(C)(C)C)=O)[CH:11]=1)=[O:9].[CH3:26][O:27][C:28]1[CH:29]=[C:30]([CH:39]=[CH:40][CH:41]=1)[N:31]=[CH:32][C:33]1[CH:34]=[N:35][CH:36]=[N:37][CH:38]=1, predict the reaction product. The product is: [NH:12]1[C:13]2[C:18](=[CH:17][CH:16]=[CH:15][CH:14]=2)[C:10]([C:8](=[O:9])[CH:32]([NH:31][C:30]2[CH:39]=[CH:40][CH:41]=[C:28]([O:27][CH3:26])[CH:29]=2)[C:33]2[CH:34]=[N:35][CH:36]=[N:37][CH:38]=2)=[CH:11]1. (8) Given the reactants [CH2:1](OC(=O)C(OC1C=C(C(F)(F)F)C=C(N)C=1)(C)C)C.[CH2:21]([O:23][C:24](=[O:47])[C:25]([O:28][C:29]1[CH:34]=[C:33]([C:35]([F:38])([F:37])[F:36])[CH:32]=[C:31]([NH:39][C:40]([O:42][C:43]([CH3:46])([CH3:45])[CH3:44])=[O:41])[CH:30]=1)([CH3:27])[CH3:26])[CH3:22].C(OC(OC(C)(C)C)=O)(OC(C)(C)C)=O.C(=O)([O-])O.[Na+], predict the reaction product. The product is: [CH2:21]([O:23][C:24](=[O:47])[C:25]([O:28][C:29]1[CH:34]=[C:33]([C:35]([F:37])([F:38])[F:36])[CH:32]=[C:31]([N:39]([C:40]([O:42][C:43]([CH3:46])([CH3:45])[CH3:44])=[O:41])[CH3:1])[CH:30]=1)([CH3:27])[CH3:26])[CH3:22]. (9) Given the reactants [OH:1][C:2]1[CH:3]=[C:4]([CH:10]=[CH:11][C:12]([O:14]CC)=O)[CH:5]=[CH:6][C:7]=1[O:8][CH3:9].OC1C=C2C(CCC2=O)=CC=1OC, predict the reaction product. The product is: [OH:1][C:2]1[CH:3]=[C:4]2[C:5](=[CH:6][C:7]=1[O:8][CH3:9])[C:12](=[O:14])[CH2:11][CH2:10]2.